Dataset: Forward reaction prediction with 1.9M reactions from USPTO patents (1976-2016). Task: Predict the product of the given reaction. (1) Given the reactants C([O:3][C:4]([C:6]1[CH:19]=[C:18]2[C:9]([O:10][CH2:11][CH2:12][N:13]3[C:17]2=[N:16][C:15]([C:20]2[N:24]([CH:25]([CH3:27])[CH3:26])[N:23]=[C:22]([CH3:28])[N:21]=2)=[CH:14]3)=[CH:8][N:7]=1)=[CH2:5])C.CC1C=CC(S(O)(=O)=O)=CC=1, predict the reaction product. The product is: [CH3:28][C:22]1[N:21]=[C:20]([C:15]2[N:16]=[C:17]3[N:13]([CH:14]=2)[CH2:12][CH2:11][O:10][C:9]2[C:18]3=[CH:19][C:6]([C:4](=[O:3])[CH3:5])=[N:7][CH:8]=2)[N:24]([CH:25]([CH3:27])[CH3:26])[N:23]=1. (2) Given the reactants F[C:2](F)(F)[C:3]([O-])=O.[CH3:8][C:9]1[CH:13]=[C:12]([NH2:14])[N:11]([C:15]2[CH:20]=[CH:19][CH:18]=[CH:17][CH:16]=2)[N:10]=1.[S:21]1[CH:25]=[CH:24][N:23]=[C:22]1[N:26]1[CH:30]=[CH:29][CH:28]=[C:27]1[CH:31]=O, predict the reaction product. The product is: [CH3:8][C:9]1[CH:13]=[C:12]([N:14]([CH2:31][C:27]2[N:26]([C:22]3[S:21][CH:2]=[CH:3][N:23]=3)[CH:30]=[CH:29][CH:28]=2)[CH2:31][C:27]2[N:26]([C:22]3[S:21][CH:25]=[CH:24][N:23]=3)[CH:30]=[CH:29][CH:28]=2)[N:11]([C:15]2[CH:16]=[CH:17][CH:18]=[CH:19][CH:20]=2)[N:10]=1.